This data is from Full USPTO retrosynthesis dataset with 1.9M reactions from patents (1976-2016). The task is: Predict the reactants needed to synthesize the given product. (1) Given the product [C:1]([O:5][C:6](=[O:7])[N:8]([CH:9]1[CH2:11][CH2:10]1)[CH2:12][CH:13]1[CH2:14][CH2:15][N:16]([C:19](=[O:32])[CH2:20][CH2:21][C:22]2[CH:30]=[CH:29][C:25]([C:26]([N:46]3[CH2:45][C:44]4[CH:43]=[N:42][N:41]([CH3:40])[C:50]=4[NH:49][C:48]4[CH:51]=[CH:52][CH:53]=[CH:54][C:47]3=4)=[O:27])=[CH:24][C:23]=2[CH3:31])[CH2:17][CH2:18]1)([CH3:4])([CH3:3])[CH3:2], predict the reactants needed to synthesize it. The reactants are: [C:1]([O:5][C:6]([N:8]([CH2:12][CH:13]1[CH2:18][CH2:17][N:16]([C:19](=[O:32])[CH2:20][CH2:21][C:22]2[CH:30]=[CH:29][C:25]([C:26](O)=[O:27])=[CH:24][C:23]=2[CH3:31])[CH2:15][CH2:14]1)[CH:9]1[CH2:11][CH2:10]1)=[O:7])([CH3:4])([CH3:3])[CH3:2].C(N(CC)CC)C.[CH3:40][N:41]1[C:50]2[NH:49][C:48]3[CH:51]=[CH:52][CH:53]=[CH:54][C:47]=3[NH:46][CH2:45][C:44]=2[CH:43]=[N:42]1. (2) Given the product [CH2:11]([O:10][C:8](=[O:9])[CH2:7][C:5]1([C:23]2[CH:24]=[CH:25][CH:26]=[C:21]([O:20][CH2:13][C:14]3[CH:19]=[CH:18][CH:17]=[CH:16][CH:15]=3)[CH:22]=2)[CH2:6][O:3][CH2:4]1)[CH3:12], predict the reactants needed to synthesize it. The reactants are: [OH-].[K+].[O:3]1[CH2:6][C:5](=[CH:7][C:8]([O:10][CH2:11][CH3:12])=[O:9])[CH2:4]1.[CH2:13]([O:20][C:21]1[CH:22]=[C:23](B(O)O)[CH:24]=[CH:25][CH:26]=1)[C:14]1[CH:19]=[CH:18][CH:17]=[CH:16][CH:15]=1. (3) Given the product [C:34]([NH:33][C@@H:24]([CH2:25][C:26]1[CH:31]=[CH:30][CH:29]=[CH:28][C:27]=1[CH3:32])[C:23]([NH:22][C@@H:17]([C:18]([CH3:21])([CH3:19])[CH3:20])[C:16]([NH:15][C@@H:10]([CH2:11][CH:12]([CH3:14])[CH3:13])[C:9]([OH:39])=[O:8])=[O:38])=[O:37])(=[O:36])[CH3:35], predict the reactants needed to synthesize it. The reactants are: C([O:8][C:9](=[O:39])[C@@H:10]([NH:15][C:16](=[O:38])[C@@H:17]([NH:22][C:23](=[O:37])[C@@H:24]([NH:33][C:34](=[O:36])[CH3:35])[CH2:25][C:26]1[CH:31]=[CH:30][CH:29]=[CH:28][C:27]=1[CH3:32])[C:18]([CH3:21])([CH3:20])[CH3:19])[CH2:11][CH:12]([CH3:14])[CH3:13])C1C=CC=CC=1. (4) Given the product [CH3:23][C:12]1([OH:15])[CH2:11][CH2:10][CH:9]([NH2:8])[CH2:14][CH2:13]1, predict the reactants needed to synthesize it. The reactants are: C([N:8](CC1C=CC=CC=1)[CH:9]1[CH2:14][CH2:13][C:12](=[O:15])[CH2:11][CH2:10]1)C1C=CC=CC=1.[CH3:23]S(C)=O.C(Cl)(=O)C(Cl)=O.C(N(CC1C=CC=CC=1)[C@H]1CC[C@H](O)CC1)C1C=CC=CC=1.C(N(CC)CC)C. (5) Given the product [S:48]1[C:52]([CH2:53][NH:54][C:41]([C:39]2[S:40][C:36]([N:33]3[CH2:34][CH2:35][N:31]([CH2:30][C:29]4[CH:46]=[CH:47][C:26]([F:25])=[CH:27][CH:28]=4)[C:32]3=[O:45])=[CH:37][C:38]=2[CH3:44])=[O:43])=[CH:51][C:50]2[CH:55]=[CH:56][CH:57]=[CH:58][C:49]1=2, predict the reactants needed to synthesize it. The reactants are: CC1C=C(N2CCN(CCOC3C=CC=CC=3)C2=O)SC=1C(O)=O.[F:25][C:26]1[CH:47]=[CH:46][C:29]([CH2:30][N:31]2[CH2:35][CH2:34][N:33]([C:36]3[S:40][C:39]([C:41]([OH:43])=O)=[C:38]([CH3:44])[CH:37]=3)[C:32]2=[O:45])=[CH:28][CH:27]=1.[S:48]1[C:52]([CH2:53][NH2:54])=[CH:51][C:50]2[CH:55]=[CH:56][CH:57]=[CH:58][C:49]1=2. (6) Given the product [C:25]([C:27]1[CH:28]=[C:29]([C:30]2[O:1][N:2]=[C:3]([C:5]3[CH:13]=[CH:12][C:11]4[N:10]5[CH2:14][CH2:15][CH:16]([CH2:17][C:18]([OH:20])=[O:19])[C:9]5=[CH:8][C:7]=4[CH:6]=3)[N:4]=2)[CH:33]=[CH:34][C:35]=1[F:36])#[N:26], predict the reactants needed to synthesize it. The reactants are: [OH:1][N:2]=[C:3]([C:5]1[CH:13]=[CH:12][C:11]2[N:10]3[CH2:14][CH2:15][CH:16]([CH2:17][C:18]([O:20]C(C)(C)C)=[O:19])[C:9]3=[CH:8][C:7]=2[CH:6]=1)[NH2:4].[C:25]([C:27]1[CH:28]=[C:29]([CH:33]=[CH:34][C:35]=1[F:36])[C:30](Cl)=O)#[N:26]. (7) Given the product [CH2:32]([C:33]1[N:19]([CH2:18][C:2]2([CH3:1])[CH2:17][CH2:16][CH2:15][C:4]3([O:8][C:7](=[O:9])[N:6]([CH2:10][C:11]([CH3:12])([CH3:13])[CH3:14])[CH2:5]3)[CH2:3]2)[C:20]2[CH:21]=[C:22]([C:23]#[N:24])[CH:25]=[CH:26][C:27]=2[N:28]=1)[CH3:31], predict the reactants needed to synthesize it. The reactants are: [CH3:1][C:2]1([CH2:18][NH:19][C:20]2[CH:21]=[C:22]([CH:25]=[CH:26][C:27]=2[N+:28]([O-])=O)[C:23]#[N:24])[CH2:17][CH2:16][CH2:15][C:4]2([O:8][C:7](=[O:9])[N:6]([CH2:10][C:11]([CH3:14])([CH3:13])[CH3:12])[CH2:5]2)[CH2:3]1.[C:31](OC)(OC)(OC)[CH2:32][CH3:33].C(O)(=O)CC.C(O)(C(F)(F)F)=O. (8) Given the product [C:25]1([S:31]([N:34]([C:35]2[CH:40]=[CH:39][CH:38]=[CH:37][N:36]=2)[CH2:41][C:42]([NH:2][CH:3]2[CH2:8][CH2:7][CH2:6][CH:5]([N:9]3[C:18]4[CH:17]=[CH:16][CH:15]=[C:14]([Cl:19])[C:13]=4[C:12]4=[N:20][O:21][C:22]([CH3:23])=[C:11]4[C:10]3=[O:24])[CH2:4]2)=[O:43])(=[O:33])=[O:32])[CH:26]=[CH:27][CH:28]=[CH:29][CH:30]=1, predict the reactants needed to synthesize it. The reactants are: I.[NH2:2][CH:3]1[CH2:8][CH2:7][CH2:6][CH:5]([N:9]2[C:18]3[CH:17]=[CH:16][CH:15]=[C:14]([Cl:19])[C:13]=3[C:12]3=[N:20][O:21][C:22]([CH3:23])=[C:11]3[C:10]2=[O:24])[CH2:4]1.[C:25]1([S:31]([N:34]([CH2:41][C:42](O)=[O:43])[C:35]2[CH:40]=[CH:39][CH:38]=[CH:37][N:36]=2)(=[O:33])=[O:32])[CH:30]=[CH:29][CH:28]=[CH:27][CH:26]=1.ON1C2N=CC=CC=2N=N1.C(Cl)CCl. (9) Given the product [CH2:1]([O:3][C:4]([C:6]1([C:9]2[CH:10]=[CH:11][C:12]([C:15]3[CH:20]=[CH:19][C:18]([C:21]4[O:25][N:24]=[C:23]([CH3:26])[C:22]=4[CH2:27][S:28][CH2:30][C:31](=[O:32])[C:33]4[CH:38]=[CH:37][CH:36]=[CH:35][CH:34]=4)=[CH:17][CH:16]=3)=[CH:13][CH:14]=2)[CH2:8][CH2:7]1)=[O:5])[CH3:2], predict the reactants needed to synthesize it. The reactants are: [CH2:1]([O:3][C:4]([C:6]1([C:9]2[CH:14]=[CH:13][C:12]([C:15]3[CH:20]=[CH:19][C:18]([C:21]4[O:25][N:24]=[C:23]([CH3:26])[C:22]=4[CH2:27][SH:28])=[CH:17][CH:16]=3)=[CH:11][CH:10]=2)[CH2:8][CH2:7]1)=[O:5])[CH3:2].Br[CH2:30][C:31]([C:33]1[CH:38]=[CH:37][CH:36]=[CH:35][CH:34]=1)=[O:32].